Dataset: Reaction yield outcomes from USPTO patents with 853,638 reactions. Task: Predict the reaction yield, written as a fraction of the theoretical maximum amount of product (1.0 means a 100% yield; for example, 0.34 means a 34% yield). The yield is 0.430. The catalyst is C1COCC1. The product is [C:13]([C:4]1[CH:3]=[C:2]([NH:1][C:18]([O:20][C:21]2[CH:26]=[CH:25][CH:24]=[CH:23][CH:22]=2)=[O:19])[N:6]([CH2:7][C:8]([O:10][CH2:11][CH3:12])=[O:9])[N:5]=1)([CH3:15])([CH3:14])[CH3:16]. The reactants are [NH2:1][C:2]1[N:6]([CH2:7][C:8]([O:10][CH2:11][CH3:12])=[O:9])[N:5]=[C:4]([C:13]([CH3:16])([CH3:15])[CH3:14])[CH:3]=1.Cl[C:18]([O:20][C:21]1[CH:26]=[CH:25][CH:24]=[CH:23][CH:22]=1)=[O:19].C([O-])([O-])=O.[K+].[K+].